Task: Predict the product of the given reaction.. Dataset: Forward reaction prediction with 1.9M reactions from USPTO patents (1976-2016) (1) Given the reactants [CH2:1]([N:8]1[C:13]2[CH:14]=[C:15]([CH:18]=O)[CH:16]=[CH:17][C:12]=2[O:11][CH2:10][C:9]1=[O:20])[C:2]1[CH:7]=[CH:6][CH:5]=[CH:4][CH:3]=1.[S:21]1[CH2:25][C:24](=[O:26])[NH:23][C:22]1=[O:27], predict the reaction product. The product is: [CH2:1]([N:8]1[C:13]2[CH:14]=[C:15]([CH:18]=[C:25]3[S:21][C:22](=[O:27])[NH:23][C:24]3=[O:26])[CH:16]=[CH:17][C:12]=2[O:11][CH2:10][C:9]1=[O:20])[C:2]1[CH:7]=[CH:6][CH:5]=[CH:4][CH:3]=1. (2) The product is: [CH2:18]([N:20]([CH2:21][CH2:22][OH:23])[C:2]1[CH:3]=[C:4]2[C:9](=[CH:10][CH:11]=1)[CH:8]=[C:7]([C:12](=[O:14])[CH3:13])[CH:6]=[CH:5]2)[CH3:19]. Given the reactants O[C:2]1[CH:3]=[C:4]2[C:9](=[CH:10][CH:11]=1)[CH:8]=[C:7]([C:12](=[O:14])[CH3:13])[CH:6]=[CH:5]2.[Na].[H][H].[CH2:18]([NH:20][CH2:21][CH2:22][OH:23])[CH3:19].O, predict the reaction product.